The task is: Predict the product of the given reaction.. This data is from Forward reaction prediction with 1.9M reactions from USPTO patents (1976-2016). (1) Given the reactants [CH3:1][O:2][C:3]1[CH:8]=[CH:7][CH:6]=[CH:5][C:4]=1[C:9]1[C:13]([C:14]([OH:16])=O)=[C:12]([CH3:17])[O:11][N:10]=1.[Cl:18][C:19]1[C:25]([N:26]2[CH2:31][CH2:30][NH:29][CH2:28][CH2:27]2)=[CH:24][C:22]([NH2:23])=[C:21]([N+:32]([O-:34])=[O:33])[CH:20]=1.C(Cl)CCl.CN(C=O)C, predict the reaction product. The product is: [NH2:23][C:22]1[C:21]([N+:32]([O-:34])=[O:33])=[CH:20][C:19]([Cl:18])=[C:25]([N:26]2[CH2:31][CH2:30][N:29]([C:14]([C:13]3[C:9]([C:4]4[CH:5]=[CH:6][CH:7]=[CH:8][C:3]=4[O:2][CH3:1])=[N:10][O:11][C:12]=3[CH3:17])=[O:16])[CH2:28][CH2:27]2)[CH:24]=1. (2) Given the reactants Cl[C:2]1[CH:7]=[C:6]([C:8]2[CH:13]=[CH:12][C:11]([Cl:14])=[C:10]([Cl:15])[CH:9]=2)[N:5]=[CH:4][N:3]=1.[NH:16]1[CH2:23][CH2:22][CH2:21][C@@H:17]1[C:18]([OH:20])=[O:19].C(=O)([O-])[O-].[K+].[K+].Cl, predict the reaction product. The product is: [Cl:15][C:10]1[CH:9]=[C:8]([C:6]2[N:5]=[CH:4][N:3]=[C:2]([N:16]3[CH2:23][CH2:22][CH2:21][C@@H:17]3[C:18]([OH:20])=[O:19])[CH:7]=2)[CH:13]=[CH:12][C:11]=1[Cl:14]. (3) Given the reactants I[CH2:2][I:3].N(OCCC(C)C)=O.NC1[N:21]=[C:20]([C:22]2[C:30]3[C:25](=[N:26][CH:27]=[CH:28][CH:29]=3)[N:24]([CH2:31][C:32]3[CH:37]=[CH:36][CH:35]=[CH:34][C:33]=3[F:38])[N:23]=2)[N:19]=[C:18]2[C:14]=1[N:15]([CH:40]([CH3:42])[CH3:41])[C:16](=[O:39])[NH:17]2, predict the reaction product. The product is: [F:38][C:33]1[CH:34]=[CH:35][CH:36]=[CH:37][C:32]=1[CH2:31][N:24]1[C:25]2=[N:26][CH:27]=[CH:28][CH:29]=[C:30]2[C:22]([C:20]2[N:19]=[C:18]3[C:14]([N:15]([CH:40]([CH3:42])[CH3:41])[C:16](=[O:39])[NH:17]3)=[C:2]([I:3])[N:21]=2)=[N:23]1. (4) Given the reactants Br[C:2]1[CH:3]=[C:4]2[C:10]([CH:11]([O:15][CH2:16][CH3:17])[O:12][CH2:13][CH3:14])=[N:9][N:8]([C:18]([O:20][C:21]([CH3:24])([CH3:23])[CH3:22])=[O:19])[C:5]2=[CH:6][N:7]=1.[CH3:25][N:26]([CH2:28][C:29]1[CH:30]=[C:31](B(O)O)[CH:32]=[N:33][CH:34]=1)[CH3:27].C([O-])([O-])=O.[K+].[K+].CCOC(C)=O, predict the reaction product. The product is: [CH2:13]([O:12][CH:11]([O:15][CH2:16][CH3:17])[C:10]1[C:4]2[C:5](=[CH:6][N:7]=[C:2]([C:31]3[CH:32]=[N:33][CH:34]=[C:29]([CH2:28][N:26]([CH3:27])[CH3:25])[CH:30]=3)[CH:3]=2)[N:8]([C:18]([O:20][C:21]([CH3:24])([CH3:23])[CH3:22])=[O:19])[N:9]=1)[CH3:14]. (5) Given the reactants FC1C(F)=CC(C2C=CC(OCC3C=CC=C4C=3C=CN4C(=O)CCC(O)=O)=CC=2)=C(OC)C=1.[F:35][C:36]1[C:41]([F:42])=[CH:40][C:39]([C:43]2[CH:48]=[CH:47][C:46]([O:49][CH2:50][C:51]3[CH:59]=[CH:58][CH:57]=[C:56]4[C:52]=3[CH:53]=[CH:54][NH:55]4)=[CH:45][CH:44]=2)=[C:38]([O:60][CH3:61])[CH:37]=1.[CH3:62][C:63]1([CH3:70])[CH2:68][C:67](=[O:69])[O:66][C:64]1=[O:65], predict the reaction product. The product is: [F:35][C:36]1[C:41]([F:42])=[CH:40][C:39]([C:43]2[CH:48]=[CH:47][C:46]([O:49][CH2:50][C:51]3[CH:59]=[CH:58][CH:57]=[C:56]4[C:52]=3[CH:53]=[CH:54][N:55]4[C:67](=[O:69])[CH2:68][C:63]([CH3:70])([CH3:62])[C:64]([OH:66])=[O:65])=[CH:45][CH:44]=2)=[C:38]([O:60][CH3:61])[CH:37]=1. (6) Given the reactants [CH3:1][O:2][C:3]1[CH:32]=[C:31]([O:33][CH3:34])[CH:30]=[CH:29][C:4]=1[CH2:5][N:6]1[C:10]([C:11]2[C:19]3[C:14](=[N:15][CH:16]=[CH:17][CH:18]=3)[N:13]([CH2:20][C:21]3[CH:26]=[CH:25][CH:24]=[CH:23][C:22]=3[F:27])[N:12]=2)=[N:9][NH:8][C:7]1=[O:28].[H-].[Na+].I[CH2:38][CH2:39][CH3:40], predict the reaction product. The product is: [CH3:1][O:2][C:3]1[CH:32]=[C:31]([O:33][CH3:34])[CH:30]=[CH:29][C:4]=1[CH2:5][N:6]1[C:10]([C:11]2[C:19]3[C:14](=[N:15][CH:16]=[CH:17][CH:18]=3)[N:13]([CH2:20][C:21]3[CH:26]=[CH:25][CH:24]=[CH:23][C:22]=3[F:27])[N:12]=2)=[N:9][N:8]([CH2:38][CH2:39][CH3:40])[C:7]1=[O:28].